Dataset: Forward reaction prediction with 1.9M reactions from USPTO patents (1976-2016). Task: Predict the product of the given reaction. (1) Given the reactants Cl[CH2:2][CH2:3][C:4]([C:6]1[CH:11]=[CH:10][C:9]([CH2:12][CH2:13][CH2:14][CH2:15][CH2:16][CH2:17][CH2:18][CH3:19])=[CH:8][CH:7]=1)=[O:5].CN(C)C=O.[N:25]([O-:27])=[O:26].[Na+].O, predict the reaction product. The product is: [N+:25]([CH2:2][CH2:3][C:4]([C:6]1[CH:11]=[CH:10][C:9]([CH2:12][CH2:13][CH2:14][CH2:15][CH2:16][CH2:17][CH2:18][CH3:19])=[CH:8][CH:7]=1)=[O:5])([O-:27])=[O:26]. (2) Given the reactants [CH3:1][C:2]1([CH3:17])[CH2:7][CH2:6][C:5]([CH3:9])([CH3:8])[CH2:4][C:3]1([O:12][Si](C)(C)C)[C:10]#[N:11].Cl, predict the reaction product. The product is: [OH:12][C:3]1([C:10]#[N:11])[CH2:4][C:5]([CH3:8])([CH3:9])[CH2:6][CH2:7][C:2]1([CH3:17])[CH3:1]. (3) Given the reactants [CH:1]1[C:13]2[CH:12]([CH2:14][O:15][C:16]([NH:18][C@@H:19](C(O)=O)CO)=[O:17])[C:11]3[C:6](=[CH:7][CH:8]=[CH:9][CH:10]=3)[C:5]=2[CH:4]=[CH:3][CH:2]=1.[C:25]([O:29][C:30]([CH3:33])([CH3:32])C)([CH3:28])([CH3:27])[CH3:26].C(N=C=N[CH:40]([CH3:42])[CH3:41])(C)C.[OH:43]N1C2C=CC=CC=2N=N1.[NH2:53][C@:54]([O:63][CH2:64][CH:65]=[CH2:66])([C:60]([NH2:62])=[O:61])[CH2:55][CH2:56][C:57](=[O:59])[OH:58], predict the reaction product. The product is: [CH3:16][N:18]1[CH2:32][CH2:30][CH2:33][CH2:19]1.[NH2:53][C@:54]([O:63][CH2:64][CH:65]=[CH2:66])([C:60]([NH:62][C@@H:40]([C:41]([NH:18][C:16]([O:15][CH2:14][CH:12]1[C:13]2[C:5](=[CH:4][CH:3]=[CH:2][CH:1]=2)[C:6]2[C:11]1=[CH:10][CH:9]=[CH:8][CH:7]=2)=[O:17])=[O:43])[CH2:42][O:29][C:25]([CH3:28])([CH3:27])[CH3:26])=[O:61])[CH2:55][CH2:56][C:57](=[O:58])[OH:59]. (4) Given the reactants C(O)(=O)C(O)=O.[CH2:7]([O:14][C:15](=[O:21])[C@H:16]([C@@H:18]([CH3:20])[OH:19])[NH2:17])[C:8]1[CH:13]=[CH:12][CH:11]=[CH:10][CH:9]=1.C(=O)(O)[O-].[Na+].[C:27](O[C:27]([O:29][C:30]([CH3:33])([CH3:32])[CH3:31])=[O:28])([O:29][C:30]([CH3:33])([CH3:32])[CH3:31])=[O:28], predict the reaction product. The product is: [C:30]([O:29][C:27]([NH:17][C@@H:16]([C@H:18]([OH:19])[CH3:20])[C:15]([O:14][CH2:7][C:8]1[CH:13]=[CH:12][CH:11]=[CH:10][CH:9]=1)=[O:21])=[O:28])([CH3:33])([CH3:32])[CH3:31]. (5) Given the reactants [NH:1]1[C:9]2[C:4](=[CH:5][CH:6]=[CH:7][CH:8]=2)[CH:3]=[C:2]1[C:10]([N:12]1[CH2:16][CH2:15][CH2:14][CH2:13]1)=[O:11].[NH2:17][C:18]1[CH:23]=[CH:22][CH:21]=[CH:20][C:19]=1[S:24][S:24][C:19]1[CH:20]=[CH:21][CH:22]=[CH:23][C:18]=1[NH2:17], predict the reaction product. The product is: [NH2:17][C:18]1[CH:23]=[CH:22][CH:21]=[CH:20][C:19]=1[S:24][C:3]1[C:4]2[C:9](=[CH:8][CH:7]=[CH:6][CH:5]=2)[NH:1][C:2]=1[C:10]([N:12]1[CH2:16][CH2:15][CH2:14][CH2:13]1)=[O:11]. (6) Given the reactants [NH2:1][C:2]1[CH:7]=[C:6]([O:8][C:9]2[CH:14]=[CH:13][C:12]([NH2:15])=[C:11]([Cl:16])[CH:10]=2)[CH:5]=[CH:4][N:3]=1.CN([P+](ON1N=NC2C=CC=CC1=2)(N(C)C)N(C)C)C.F[P-](F)(F)(F)(F)F.C(N(CC)CC)C.[C:51]([O:55][C:56]([N:58]1[CH2:63][CH2:62][CH:61]([CH2:64][C:65](O)=[O:66])[CH2:60][CH2:59]1)=[O:57])([CH3:54])([CH3:53])[CH3:52], predict the reaction product. The product is: [NH2:15][C:12]1[CH:13]=[CH:14][C:9]([O:8][C:6]2[CH:5]=[CH:4][N:3]=[C:2]([NH:1][C:65](=[O:66])[CH2:64][CH:61]3[CH2:62][CH2:63][N:58]([C:56]([O:55][C:51]([CH3:53])([CH3:52])[CH3:54])=[O:57])[CH2:59][CH2:60]3)[CH:7]=2)=[CH:10][C:11]=1[Cl:16]. (7) Given the reactants [NH2:1][C:2]1[CH:7]=[CH:6][CH:5]=[CH:4][C:3]=1[NH:8][C:9](=[O:28])[C:10]1[CH:15]=[CH:14][C:13]([CH2:16][N:17]2[CH2:25][C:24]3[C:19](=[CH:20][CH:21]=[CH:22][C:23]=3Br)[C:18]2=[O:27])=[CH:12][CH:11]=1.B(O)(O)[C:30]1[CH:35]=[CH:34][C:33]([O:36][CH3:37])=[N:32][CH:31]=1, predict the reaction product. The product is: [NH2:1][C:2]1[CH:7]=[CH:6][CH:5]=[CH:4][C:3]=1[NH:8][C:9](=[O:28])[C:10]1[CH:15]=[CH:14][C:13]([CH2:16][N:17]2[CH2:25][C:24]3[C:19](=[CH:20][CH:21]=[CH:22][C:23]=3[C:30]3[CH:31]=[N:32][C:33]([O:36][CH3:37])=[CH:34][CH:35]=3)[C:18]2=[O:27])=[CH:12][CH:11]=1. (8) Given the reactants [CH2:1]([O:5][C:6]1[N:14]=[C:13]2[C:9]([N:10]=[C:11]([O:27][CH3:28])[N:12]2[C:15]2C=N[C:18](OCCCCO)=[CH:19][CH:20]=2)=[C:8]([NH2:29])[N:7]=1)[CH2:2][CH2:3][CH3:4].CS(Cl)(=O)=O.Cl.[CH3:36][O:37][C:38](=[O:48])[CH2:39][C:40]1[CH:45]=[CH:44][CH:43]=[C:42]([CH2:46][NH2:47])[CH:41]=1.[C:49](=[O:52])([O-])[O-].[K+].[K+].[I-].[Na+], predict the reaction product. The product is: [CH2:1]([O:5][C:6]1[N:14]=[C:13]2[C:9]([N:10]=[C:11]([O:27][CH3:28])[N:12]2[CH2:15][C:20]2[CH:6]=[N:7][C:8]([O:52][CH2:49][CH2:1][CH2:2][CH2:3][NH:47][CH2:46][C:42]3[CH:43]=[CH:44][CH:45]=[C:40]([CH2:39][C:38]([O:37][CH3:36])=[O:48])[CH:41]=3)=[CH:18][CH:19]=2)=[C:8]([NH2:29])[N:7]=1)[CH2:2][CH2:3][CH3:4]. (9) Given the reactants [O:1]=[S:2]1(=[O:29])[C:8]2[CH:9]=[CH:10][CH:11]=[CH:12][C:7]=2[CH2:6][N:5]([C:13]2[CH:22]=[C:21]([NH:23][CH2:24][CH2:25][S:26][CH3:27])[C:20]3[C:15](=[CH:16][CH:17]=[C:18]([CH3:28])[CH:19]=3)[N:14]=2)[CH2:4][CH2:3]1.[OH:30]O, predict the reaction product. The product is: [O:29]=[S:2]1(=[O:1])[C:8]2[CH:9]=[CH:10][CH:11]=[CH:12][C:7]=2[CH2:6][N:5]([C:13]2[CH:22]=[C:21]([NH:23][CH2:24][CH2:25][S:26]([CH3:27])=[O:30])[C:20]3[C:15](=[CH:16][CH:17]=[C:18]([CH3:28])[CH:19]=3)[N:14]=2)[CH2:4][CH2:3]1. (10) Given the reactants [Cl:1][C:2]1[CH:3]=[C:4]([CH:8]=[C:9]([O:11][CH:12]([F:14])[F:13])[CH:10]=1)[C:5]([OH:7])=O.C(Cl)(=O)C(Cl)=O.[CH3:21][NH:22][O:23][CH3:24].C(N(CC)CC)C, predict the reaction product. The product is: [Cl:1][C:2]1[CH:3]=[C:4]([CH:8]=[C:9]([O:11][CH:12]([F:14])[F:13])[CH:10]=1)[C:5]([N:22]([O:23][CH3:24])[CH3:21])=[O:7].